This data is from Forward reaction prediction with 1.9M reactions from USPTO patents (1976-2016). The task is: Predict the product of the given reaction. (1) Given the reactants [O:1]1[C:5]2[CH:6]=[CH:7][CH:8]=[CH:9][C:4]=2[CH:3]=[C:2]1[C:10]([NH:12][C:13]1([C:19]([NH:21][CH:22]2[CH2:27][CH2:26][N:25]([C:28]3[CH:33]=[CH:32][CH:31]=[CH:30][C:29]=3[S:34]([CH3:37])(=[O:36])=[O:35])[CH2:24][CH:23]2[OH:38])=[O:20])[CH2:18][CH2:17][CH2:16][CH2:15][CH2:14]1)=[O:11].C(N(CC)CC)C, predict the reaction product. The product is: [O:1]1[C:5]2[CH:6]=[CH:7][CH:8]=[CH:9][C:4]=2[CH:3]=[C:2]1[C:10]([NH:12][C:13]1([C:19]([NH:21][CH:22]2[CH2:27][CH2:26][N:25]([C:28]3[CH:33]=[CH:32][CH:31]=[CH:30][C:29]=3[S:34]([CH3:37])(=[O:36])=[O:35])[CH2:24][C:23]2=[O:38])=[O:20])[CH2:18][CH2:17][CH2:16][CH2:15][CH2:14]1)=[O:11]. (2) Given the reactants [Cl:1][C:2]1[S:6][C:5]([C:7]2[O:11][N:10]=[C:9]([CH2:12][N:13]3[C:21]4[CH:20]=[CH:19][CH:18]=[C:17]([C:22]#[N:23])[C:16]=4[C:15]([CH:24]=[O:25])=[N:14]3)[CH:8]=2)=[CH:4][CH:3]=1.[OH:26]O, predict the reaction product. The product is: [Cl:1][C:2]1[S:6][C:5]([C:7]2[O:11][N:10]=[C:9]([CH2:12][N:13]3[C:21]4[C:16](=[C:17]([C:22]#[N:23])[CH:18]=[CH:19][CH:20]=4)[C:15]([C:24]([OH:26])=[O:25])=[N:14]3)[CH:8]=2)=[CH:4][CH:3]=1. (3) The product is: [CH3:17][S:14]([C:12]1[CH:11]=[CH:10][C:9]([O:18][C@@H:19]([CH3:24])[C:20]([F:23])([F:22])[F:21])=[C:8]([C:6]([N:4]2[CH2:3][CH:2]([O:1][C:26]3[CH:31]=[CH:30][C:29]([C:32]([F:35])([F:34])[F:33])=[CH:28][CH:27]=3)[CH2:5]2)=[O:7])[CH:13]=1)(=[O:15])=[O:16]. Given the reactants [OH:1][CH:2]1[CH2:5][N:4]([C:6]([C:8]2[CH:13]=[C:12]([S:14]([CH3:17])(=[O:16])=[O:15])[CH:11]=[CH:10][C:9]=2[O:18][C@@H:19]([CH3:24])[C:20]([F:23])([F:22])[F:21])=[O:7])[CH2:3]1.F[C:26]1[CH:31]=[CH:30][C:29]([C:32]([F:35])([F:34])[F:33])=[CH:28][CH:27]=1, predict the reaction product. (4) Given the reactants [F:1][C:2]([F:32])([F:31])[C:3]1[CH:26]=[C:25]([C:27]([F:30])([F:29])[F:28])[CH:24]=[CH:23][C:4]=1[CH2:5][O:6][C:7]1[CH:12]=[CH:11][C:10]([CH:13]=[C:14]2[S:18][C:17](=[S:19])[NH:16][C:15]2=[O:20])=[CH:9][C:8]=1[O:21][CH3:22].COCCOC.[BH3-]C#N.[Na+].C([O-])(O)=O.[Na+], predict the reaction product. The product is: [F:32][C:2]([F:1])([F:31])[C:3]1[CH:26]=[C:25]([C:27]([F:30])([F:29])[F:28])[CH:24]=[CH:23][C:4]=1[CH2:5][O:6][C:7]1[CH:12]=[CH:11][C:10]([CH2:13][CH:14]2[S:18][C:17](=[S:19])[NH:16][C:15]2=[O:20])=[CH:9][C:8]=1[O:21][CH3:22]. (5) Given the reactants [Cl:1][C:2]1[CH:7]=[CH:6][C:5]([C:8]2[N:12]([CH:13]([CH:17]3[CH2:22][CH2:21][CH2:20][CH2:19][CH2:18]3)[C:14]([OH:16])=O)[C:11]3[CH:23]=[C:24]([F:28])[C:25]([F:27])=[CH:26][C:10]=3[N:9]=2)=[CH:4][CH:3]=1.[CH3:29][O:30][C:31](=[O:43])[CH:32]([O:34][C:35]1[CH:40]=[CH:39][C:38]([NH2:41])=[C:37]([F:42])[CH:36]=1)[CH3:33], predict the reaction product. The product is: [CH3:29][O:30][C:31](=[O:43])[CH:32]([O:34][C:35]1[CH:40]=[CH:39][C:38]([NH:41][C:14](=[O:16])[CH:13]([N:12]2[C:11]3[CH:23]=[C:24]([F:28])[C:25]([F:27])=[CH:26][C:10]=3[N:9]=[C:8]2[C:5]2[CH:6]=[CH:7][C:2]([Cl:1])=[CH:3][CH:4]=2)[CH:17]2[CH2:22][CH2:21][CH2:20][CH2:19][CH2:18]2)=[C:37]([F:42])[CH:36]=1)[CH3:33]. (6) Given the reactants [CH2:1]([O:8][C:9](=[O:19])[NH:10][C@@H:11]1[CH2:14][C@H:13]([CH2:15][OH:16])[C:12]1([CH3:18])[CH3:17])[C:2]1[CH:7]=[CH:6][CH:5]=[CH:4][CH:3]=1.I([O-])(=O)(=O)=[O:21].[Na+].C(#N)C, predict the reaction product. The product is: [CH2:1]([O:8][C:9]([NH:10][C@@H:11]1[CH2:14][C@H:13]([C:15]([OH:21])=[O:16])[C:12]1([CH3:17])[CH3:18])=[O:19])[C:2]1[CH:3]=[CH:4][CH:5]=[CH:6][CH:7]=1.